From a dataset of Full USPTO retrosynthesis dataset with 1.9M reactions from patents (1976-2016). Predict the reactants needed to synthesize the given product. (1) The reactants are: [Cl:1][C:2]1[CH:3]=[C:4]2[C:9](=[C:10]([C:12]3[CH:17]=[CH:16][C:15]([CH2:18][CH3:19])=[CH:14][CH:13]=3)[CH:11]=1)[O:8][CH:7]([C:20]([F:23])([F:22])[F:21])[C:6]([C:24]([OH:26])=[O:25])=[CH:5]2.[OH-].[Na+:28]. Given the product [Cl:1][C:2]1[CH:3]=[C:4]2[C:9](=[C:10]([C:12]3[CH:13]=[CH:14][C:15]([CH2:18][CH3:19])=[CH:16][CH:17]=3)[CH:11]=1)[O:8][C@H:7]([C:20]([F:23])([F:21])[F:22])[C:6]([C:24]([O-:26])=[O:25])=[CH:5]2.[Na+:28], predict the reactants needed to synthesize it. (2) Given the product [C:9]([C:8]1[CH:11]=[C:4]([N+:1]([O-:3])=[O:2])[CH:5]=[CH:6][C:7]=1[N:12]=[CH:15][N:16]([CH3:18])[CH3:17])#[N:10], predict the reactants needed to synthesize it. The reactants are: [N+:1]([C:4]1[CH:11]=[C:8]([C:9]#[N:10])[C:7]([NH2:12])=[CH:6][CH:5]=1)([O-:3])=[O:2].CO[CH:15](OC)[N:16]([CH3:18])[CH3:17]. (3) Given the product [CH2:1]([O:8][N:9]1[C:15](=[O:16])[N:14]2[CH2:17][C@H:10]1[CH2:11][CH2:12][C@H:13]2[C:18]([NH:41][NH:40][C:36](=[O:39])[CH2:37][CH3:38])=[O:20])[C:2]1[CH:3]=[CH:4][CH:5]=[CH:6][CH:7]=1, predict the reactants needed to synthesize it. The reactants are: [CH2:1]([O:8][N:9]1[C:15](=[O:16])[N:14]2[CH2:17][C@H:10]1[CH2:11][CH2:12][C@H:13]2[C:18]([OH:20])=O)[C:2]1[CH:7]=[CH:6][CH:5]=[CH:4][CH:3]=1.C(N(CC)CC)C.ClC(OCC(C)C)=O.[C:36]([NH:40][NH2:41])(=[O:39])[CH2:37][CH3:38]. (4) Given the product [CH3:16][N:17]1[CH:21]=[C:20]([C:2]2[CH:3]=[N:4][C:5]3[C:10]([CH:11]=2)=[CH:9][C:8]([OH:12])=[CH:7][CH:6]=3)[CH:19]=[N:18]1, predict the reactants needed to synthesize it. The reactants are: Br[C:2]1[CH:3]=[N:4][C:5]2[C:10]([CH:11]=1)=[CH:9][C:8]([O:12]C(=O)C)=[CH:7][CH:6]=2.[CH3:16][N:17]1[CH:21]=[C:20](B2OC(C)(C)C(C)(C)O2)[CH:19]=[N:18]1.C([O-])([O-])=O.[Na+].[Na+].O. (5) The reactants are: C([C:5]1[C:6]([CH3:24])=[N+:7]([O-])[C:8]2[N:9]([C:16]([O:18][C:19]([CH3:22])([CH3:21])[CH3:20])=[O:17])[CH:10]([CH3:15])[CH2:11][CH2:12][C:13]=2[CH:14]=1)(C)(C)C.[C:25]([O:28]C(=O)C)(=[O:27])[CH3:26]. Given the product [C:19]([O:18][C:16]([N:9]1[C:8]2[C:13](=[CH:14][CH:5]=[C:6]([CH2:24][O:28][C:25](=[O:27])[CH3:26])[N:7]=2)[CH2:12][CH2:11][CH:10]1[CH3:15])=[O:17])([CH3:22])([CH3:20])[CH3:21], predict the reactants needed to synthesize it. (6) Given the product [Br:9][C:10]1[CH:11]=[C:12]([CH:13]2[C:3]3[C:2](=[O:8])[NH:1][CH2:6][CH2:5][C:4]=3[NH:19][C:20]([CH3:24])=[C:21]2[C:22]#[N:23])[CH:15]=[CH:16][C:17]=1[F:18], predict the reactants needed to synthesize it. The reactants are: [NH:1]1[CH2:6][CH2:5][C:4](=O)[CH2:3][C:2]1=[O:8].[Br:9][C:10]1[CH:11]=[C:12]([CH:15]=[CH:16][C:17]=1[F:18])[CH:13]=O.[NH2:19]/[C:20](/[CH3:24])=[CH:21]\[C:22]#[N:23]. (7) Given the product [Cl:1][C:2]1[C:7]([F:8])=[CH:6][CH:5]=[CH:4][C:3]=1[C:9]1[O:10][C:11]2[C:16]([C:17](=[O:19])[CH:18]=1)=[C:15]([OH:20])[CH:14]=[C:13]([OH:22])[C:12]=2[C@@H:24]1[CH2:28][CH2:27][N:26]([CH3:29])[C@H:25]1[CH2:30][OH:31], predict the reactants needed to synthesize it. The reactants are: [Cl:1][C:2]1[C:7]([F:8])=[CH:6][CH:5]=[CH:4][C:3]=1[C:9]1[O:10][C:11]2[C:16]([C:17](=[O:19])[CH:18]=1)=[C:15]([O:20]C)[CH:14]=[C:13]([O:22]C)[C:12]=2[C@@H:24]1[CH2:28][CH2:27][N:26]([CH3:29])[C@H:25]1[CH2:30][OH:31].Cl.N1C=CC=CC=1.